Task: Predict the reaction yield, written as a fraction of the theoretical maximum amount of product (1.0 means a 100% yield; for example, 0.34 means a 34% yield).. Dataset: Reaction yield outcomes from USPTO patents with 853,638 reactions (1) The reactants are [CH3:1][O:2][C:3]1[N:4]=[CH:5][CH:6]=[C:7]2[CH:11]=[CH:10][O:9][C:8]=12.[Li]CCCC.[Cl:17]C(Cl)(Cl)C(Cl)(Cl)Cl. The catalyst is C1COCC1. The product is [Cl:17][C:10]1[O:9][C:8]2=[C:3]([O:2][CH3:1])[N:4]=[CH:5][CH:6]=[C:7]2[CH:11]=1. The yield is 0.870. (2) The reactants are [F:1][C:2]1[CH:3]=[C:4]([NH2:24])[CH:5]=[CH:6][C:7]=1[O:8][C:9]1[CH:14]=[CH:13][N:12]=[C:11]2[CH:15]=[C:16]([C:18]3[N:19]([CH3:23])[CH:20]=[CH:21][N:22]=3)[S:17][C:10]=12.[CH:25]1([CH2:31][C:32]([N:34]=[C:35]=[S:36])=[O:33])[CH2:30][CH2:29][CH2:28][CH2:27][CH2:26]1. The catalyst is C1COCC1. The product is [CH:25]1([CH2:31][C:32]([NH:34][C:35](=[S:36])[NH:24][C:4]2[CH:5]=[CH:6][C:7]([O:8][C:9]3[CH:14]=[CH:13][N:12]=[C:11]4[CH:15]=[C:16]([C:18]5[N:19]([CH3:23])[CH:20]=[CH:21][N:22]=5)[S:17][C:10]=34)=[C:2]([F:1])[CH:3]=2)=[O:33])[CH2:30][CH2:29][CH2:28][CH2:27][CH2:26]1. The yield is 0.310. (3) The reactants are C([S:4][CH2:5][CH2:6][CH:7]([S:12]([OH:15])(=[O:14])=[O:13])[C:8]([O:10]C)=[O:9])(=O)C.[OH-].[Na+].[N:18]1[CH:23]=[CH:22][CH:21]=[CH:20][C:19]=1[S:24][S:24][C:19]1[CH:20]=[CH:21][CH:22]=[CH:23][N:18]=1. The catalyst is CC(N(C)C)=O. The product is [N:18]1[CH:23]=[CH:22][CH:21]=[CH:20][C:19]=1[S:24][S:4][CH2:5][CH2:6][CH:7]([S:12]([OH:15])(=[O:13])=[O:14])[C:8]([OH:10])=[O:9]. The yield is 0.730. (4) The reactants are Cl.[F:2][C:3]1[CH:4]=[C:5]([CH:11]2[CH2:16][CH:15]([C:17]([O:19][CH3:20])=[O:18])[CH2:14][CH2:13][NH:12]2)[CH:6]=[C:7]([F:10])[C:8]=1[F:9].CCN(C(C)C)C(C)C.[C:30](Cl)(=[O:33])[O:31][CH3:32]. The catalyst is C(Cl)Cl. The product is [F:10][C:7]1[CH:6]=[C:5]([CH:11]2[CH2:16][CH:15]([C:17]([O:19][CH3:20])=[O:18])[CH2:14][CH2:13][N:12]2[C:30]([O:31][CH3:32])=[O:33])[CH:4]=[C:3]([F:2])[C:8]=1[F:9]. The yield is 0.940.